From a dataset of Reaction yield outcomes from USPTO patents with 853,638 reactions. Predict the reaction yield, written as a fraction of the theoretical maximum amount of product (1.0 means a 100% yield; for example, 0.34 means a 34% yield). (1) The reactants are [CH3:1]CN(CC)CC.[CH2:8]([O:15][N:16]1[C:22](=[O:23])[N:21]2[CH2:24][C@H:17]1[CH2:18][CH2:19][C@H:20]2[C:25]1[O:26][C:27]([N:30]2[CH2:35][CH2:34][NH:33][CH2:32][CH2:31]2)=[N:28][N:29]=1)[C:9]1[CH:14]=[CH:13][CH:12]=[CH:11][CH:10]=1.CI. The catalyst is CN(C=O)C. The product is [CH2:8]([O:15][N:16]1[C:22](=[O:23])[N:21]2[CH2:24][C@H:17]1[CH2:18][CH2:19][C@H:20]2[C:25]1[O:26][C:27]([N:30]2[CH2:35][CH2:34][N:33]([CH3:1])[CH2:32][CH2:31]2)=[N:28][N:29]=1)[C:9]1[CH:10]=[CH:11][CH:12]=[CH:13][CH:14]=1. The yield is 0.340. (2) The reactants are I[C:2]1[CH:7]=[CH:6][C:5]([C:8]([F:11])([F:10])[F:9])=[CH:4][CH:3]=1.[Br:12][C:13]1[CH:14]=[C:15]2[CH:21]=[CH:20][NH:19][C:16]2=[N:17][CH:18]=1.C(=O)([O-])[O-].[K+].[K+].[OH-].[Na+]. The catalyst is CN(C=O)C.[Cu]Br.C([O-])(=O)C.[Cu+2].C([O-])(=O)C. The product is [Br:12][C:13]1[CH:14]=[C:15]2[CH:21]=[CH:20][N:19]([C:2]3[CH:7]=[CH:6][C:5]([C:8]([F:11])([F:10])[F:9])=[CH:4][CH:3]=3)[C:16]2=[N:17][CH:18]=1. The yield is 0.220.